This data is from Full USPTO retrosynthesis dataset with 1.9M reactions from patents (1976-2016). The task is: Predict the reactants needed to synthesize the given product. (1) The reactants are: [CH:1]([O:4][C:5]([N:7]1[CH2:12][CH2:11][CH:10]([OH:13])[CH2:9][CH2:8]1)=[O:6])([CH3:3])[CH3:2].[Cl:14][C:15]1[C:20]([O:21][CH3:22])=[C:19](Cl)[N:18]=[CH:17][N:16]=1. Given the product [CH:1]([O:4][C:5]([N:7]1[CH2:8][CH2:9][CH:10]([O:13][C:19]2[C:20]([O:21][CH3:22])=[C:15]([Cl:14])[N:16]=[CH:17][N:18]=2)[CH2:11][CH2:12]1)=[O:6])([CH3:3])[CH3:2], predict the reactants needed to synthesize it. (2) Given the product [Br:1][C:2]1[CH:7]=[N:6][C:5]2[NH:16][C:10]3[CH:11]=[N:12][C:13]([F:15])=[CH:14][C:9]=3[C:4]=2[CH:3]=1, predict the reactants needed to synthesize it. The reactants are: [Br:1][C:2]1[CH:3]=[C:4]([C:9]2[CH:14]=[C:13]([F:15])[N:12]=[CH:11][C:10]=2[NH2:16])[C:5](F)=[N:6][CH:7]=1.C[Si]([N-][Si](C)(C)C)(C)C.[Na+].